This data is from NCI-60 drug combinations with 297,098 pairs across 59 cell lines. The task is: Regression. Given two drug SMILES strings and cell line genomic features, predict the synergy score measuring deviation from expected non-interaction effect. (1) Drug 1: CS(=O)(=O)C1=CC(=C(C=C1)C(=O)NC2=CC(=C(C=C2)Cl)C3=CC=CC=N3)Cl. Drug 2: CCC1(C2=C(COC1=O)C(=O)N3CC4=CC5=C(C=CC(=C5CN(C)C)O)N=C4C3=C2)O.Cl. Cell line: COLO 205. Synergy scores: CSS=18.1, Synergy_ZIP=-1.66, Synergy_Bliss=4.39, Synergy_Loewe=-38.8, Synergy_HSA=-0.709. (2) Drug 1: CC1C(C(CC(O1)OC2CC(CC3=C2C(=C4C(=C3O)C(=O)C5=C(C4=O)C(=CC=C5)OC)O)(C(=O)C)O)N)O.Cl. Drug 2: CCC1(CC2CC(C3=C(CCN(C2)C1)C4=CC=CC=C4N3)(C5=C(C=C6C(=C5)C78CCN9C7C(C=CC9)(C(C(C8N6C)(C(=O)OC)O)OC(=O)C)CC)OC)C(=O)OC)O.OS(=O)(=O)O. Cell line: M14. Synergy scores: CSS=30.7, Synergy_ZIP=-8.84, Synergy_Bliss=-8.11, Synergy_Loewe=-21.5, Synergy_HSA=-7.64. (3) Drug 1: CC1CCC2CC(C(=CC=CC=CC(CC(C(=O)C(C(C(=CC(C(=O)CC(OC(=O)C3CCCCN3C(=O)C(=O)C1(O2)O)C(C)CC4CCC(C(C4)OC)O)C)C)O)OC)C)C)C)OC. Drug 2: C1=CN(C=N1)CC(O)(P(=O)(O)O)P(=O)(O)O. Cell line: EKVX. Synergy scores: CSS=11.5, Synergy_ZIP=-4.88, Synergy_Bliss=-4.54, Synergy_Loewe=-6.36, Synergy_HSA=-1.18. (4) Drug 1: C1C(C(OC1N2C=C(C(=O)NC2=O)F)CO)O. Synergy scores: CSS=48.5, Synergy_ZIP=-1.05, Synergy_Bliss=-2.04, Synergy_Loewe=-19.5, Synergy_HSA=-0.846. Cell line: RPMI-8226. Drug 2: CCN(CC)CCNC(=O)C1=C(NC(=C1C)C=C2C3=C(C=CC(=C3)F)NC2=O)C. (5) Drug 1: CC1OCC2C(O1)C(C(C(O2)OC3C4COC(=O)C4C(C5=CC6=C(C=C35)OCO6)C7=CC(=C(C(=C7)OC)O)OC)O)O. Drug 2: C1=CC(=CC=C1C#N)C(C2=CC=C(C=C2)C#N)N3C=NC=N3. Cell line: NCIH23. Synergy scores: CSS=51.3, Synergy_ZIP=-2.31, Synergy_Bliss=-2.57, Synergy_Loewe=-16.6, Synergy_HSA=-1.61. (6) Drug 1: C1=NC(=NC(=O)N1C2C(C(C(O2)CO)O)O)N. Drug 2: C1CN(P(=O)(OC1)NCCCl)CCCl. Cell line: COLO 205. Synergy scores: CSS=48.2, Synergy_ZIP=-1.82, Synergy_Bliss=-0.0242, Synergy_Loewe=-26.0, Synergy_HSA=2.56. (7) Drug 2: CNC(=O)C1=NC=CC(=C1)OC2=CC=C(C=C2)NC(=O)NC3=CC(=C(C=C3)Cl)C(F)(F)F. Cell line: NCIH23. Drug 1: C1CC(CCC1OC2=C(C(=CC=C2)Cl)F)(CC3=NC(=CC=C3)NC4=NC=CS4)C(=O)O. Synergy scores: CSS=71.5, Synergy_ZIP=2.09, Synergy_Bliss=2.29, Synergy_Loewe=3.31, Synergy_HSA=10.1. (8) Drug 1: CN(C)N=NC1=C(NC=N1)C(=O)N. Drug 2: N.N.Cl[Pt+2]Cl. Cell line: SNB-19. Synergy scores: CSS=-11.2, Synergy_ZIP=1.38, Synergy_Bliss=-6.63, Synergy_Loewe=-10.4, Synergy_HSA=-10.00.